Dataset: Full USPTO retrosynthesis dataset with 1.9M reactions from patents (1976-2016). Task: Predict the reactants needed to synthesize the given product. (1) Given the product [ClH:1].[F:40][C:9]([F:8])([F:39])[C:10]1[CH:11]=[CH:12][C:13]([O:16][C:17]2[CH:18]=[C:19]([CH:23]3[CH2:26][C:25]4([CH2:27][CH2:28][NH:29][CH2:30][CH2:31]4)[CH2:24]3)[CH:20]=[CH:21][CH:22]=2)=[N:14][CH:15]=1, predict the reactants needed to synthesize it. The reactants are: [ClH:1].O1CCOCC1.[F:8][C:9]([F:40])([F:39])[C:10]1[CH:11]=[CH:12][C:13]([O:16][C:17]2[CH:18]=[C:19]([CH:23]3[CH2:26][C:25]4([CH2:31][CH2:30][N:29](C(OC(C)(C)C)=O)[CH2:28][CH2:27]4)[CH2:24]3)[CH:20]=[CH:21][CH:22]=2)=[N:14][CH:15]=1. (2) Given the product [CH3:12][O:13][CH:14]1[C:15]([C:3]2[C:4]3[C:9](=[CH:8][CH:7]=[CH:6][CH:5]=3)[NH:1][CH:2]=2)=[CH:16][CH2:17][CH2:18][CH2:19]1, predict the reactants needed to synthesize it. The reactants are: [NH:1]1[C:9]2[C:4](=[CH:5][CH:6]=[CH:7][CH:8]=2)[CH:3]=[CH:2]1.[OH-].[K+].[CH3:12][O:13][CH:14]1[CH2:19][CH2:18][CH2:17][CH2:16][C:15]1=O.